Predict the reactants needed to synthesize the given product. From a dataset of Retrosynthesis with 50K atom-mapped reactions and 10 reaction types from USPTO. (1) Given the product CCOC(=O)C(C)Oc1ccc(Oc2cc3cc(Cl)ccc3nc2Cl)cc1, predict the reactants needed to synthesize it. The reactants are: CCOC(=O)C(C)Br.Oc1ccc(Oc2cc3cc(Cl)ccc3nc2Cl)cc1. (2) Given the product CCOc1ccc2ccccc2c1CN1CCC(Nc2nc3ccccc3s2)CC1, predict the reactants needed to synthesize it. The reactants are: CCOc1ccc2ccccc2c1C=O.c1ccc2sc(NC3CCNCC3)nc2c1. (3) Given the product CC(C)(C)Oc1ccc(CCCCn2ccnc2CCOS(C)(=O)=O)cc1, predict the reactants needed to synthesize it. The reactants are: CC(C)(C)Oc1ccc(CCCCn2ccnc2CCO)cc1.CS(=O)(=O)Cl. (4) Given the product Cc1oc(C2CCCCC2)cc1C(=O)Nc1ccc(N2CCOCC2)nc1, predict the reactants needed to synthesize it. The reactants are: Cc1oc(C2CCCCC2)cc1C(=O)O.Nc1ccc(N2CCOCC2)nc1. (5) Given the product CN1CCC(Oc2cnc(N3CCC(c4nc5c(c(C6CCC(F)(F)CC6)c4C(F)c4ccc(C(F)(F)F)cc4)C(O)CC(C)(C)C5)CC3)nc2)CC1, predict the reactants needed to synthesize it. The reactants are: COc1ccc(COC2CC(C)(C)Cc3nc(C4CCN(c5ncc(OC6CCN(C)CC6)cn5)CC4)c(C(F)c4ccc(C(F)(F)F)cc4)c(C4CCC(F)(F)CC4)c32)cc1.